Dataset: Catalyst prediction with 721,799 reactions and 888 catalyst types from USPTO. Task: Predict which catalyst facilitates the given reaction. Reactant: [CH2:1]([O:3][C:4]([C:6]1[C:7]([CH3:20])=[N:8][N:9]([C:11]2[C:16]([CH:17]=[O:18])=[CH:15][CH:14]=[CH:13][C:12]=2[F:19])[CH:10]=1)=[O:5])[CH3:2].[BH4-].[Na+]. Product: [F:19][C:12]1[CH:13]=[CH:14][CH:15]=[C:16]([CH2:17][OH:18])[C:11]=1[N:9]1[CH:10]=[C:6]([C:4]([O:3][CH2:1][CH3:2])=[O:5])[C:7]([CH3:20])=[N:8]1. The catalyst class is: 5.